This data is from Reaction yield outcomes from USPTO patents with 853,638 reactions. The task is: Predict the reaction yield, written as a fraction of the theoretical maximum amount of product (1.0 means a 100% yield; for example, 0.34 means a 34% yield). (1) The reactants are [CH2:1]([NH2:3])[CH3:2].Cl[C:5]1[CH:10]=[C:9]([Cl:11])[CH:8]=[CH:7][C:6]=1[N+:12]([O-:14])=[O:13].C(N(CC)CC)C.O. The catalyst is C1COCC1. The product is [Cl:11][C:9]1[CH:8]=[CH:7][C:6]([N+:12]([O-:14])=[O:13])=[C:5]([NH:3][CH2:1][CH3:2])[CH:10]=1. The yield is 0.640. (2) The reactants are [C:1]1([S:7]([N:10]2[C:18]3[C:13](=[CH:14][C:15]([Cl:19])=[CH:16][CH:17]=3)[CH:12]=[C:11]2[CH3:20])(=[O:9])=[O:8])[CH:6]=[CH:5][CH:4]=[CH:3][CH:2]=1.[CH3:21][C:22](OC(C)=O)=[O:23].[Al+3].[Cl-].[Cl-].[Cl-]. No catalyst specified. The product is [C:22]([C:12]1[C:13]2[C:18](=[CH:17][CH:16]=[C:15]([Cl:19])[CH:14]=2)[N:10]([S:7]([C:1]2[CH:2]=[CH:3][CH:4]=[CH:5][CH:6]=2)(=[O:9])=[O:8])[C:11]=1[CH3:20])(=[O:23])[CH3:21]. The yield is 0.860. (3) The reactants are [CH3:1][C:2]1([CH3:11])[CH2:7][CH:6]([OH:8])[CH2:5][C:4]([CH3:10])([CH3:9])[O:3]1.[CH3:12][S:13](Cl)(=[O:15])=[O:14].C(N(CC)CC)C. The catalyst is ClCCl. The product is [CH3:1][C:2]1([CH3:11])[CH2:7][CH:6]([O:8][S:13]([CH3:12])(=[O:15])=[O:14])[CH2:5][C:4]([CH3:10])([CH3:9])[O:3]1. The yield is 1.00. (4) The reactants are O=[C:2]([C:8]1[S:12][CH:11]=[N:10][CH:9]=1)[C:3]([O:5][CH2:6][CH3:7])=[O:4].C(O)C.C([O-])(=O)C.[Na+].Cl.[NH2:22][OH:23]. The catalyst is CCCCCC.C(OCC)(=O)C. The product is [OH:23][N:22]=[C:2]([C:8]1[S:12][CH:11]=[N:10][CH:9]=1)[C:3]([O:5][CH2:6][CH3:7])=[O:4]. The yield is 0.940. (5) The reactants are [O:1]=[C:2]1[CH2:7][CH2:6][N:5]([C:8]([O:10][C:11]([CH3:14])([CH3:13])[CH3:12])=[O:9])[CH2:4][CH2:3]1.[CH:15]1([CH2:20][C:21](Cl)=[O:22])[CH2:19][CH2:18][CH2:17][CH2:16]1. No catalyst specified. The product is [CH:15]1([CH2:20][C:21]([CH:7]2[C:2](=[O:1])[CH2:3][CH2:4][N:5]([C:8]([O:10][C:11]([CH3:14])([CH3:13])[CH3:12])=[O:9])[CH2:6]2)=[O:22])[CH2:19][CH2:18][CH2:17][CH2:16]1. The yield is 0.590. (6) The reactants are Br[C:2]1[CH:15]=[C:14]2[C:5]([CH2:6][C:7]3([C:13]42[N:19]=[C:18]([NH2:20])[C:17]([CH3:21])=[N:16]4)[CH2:12][CH2:11][O:10][CH2:9][CH2:8]3)=[CH:4][CH:3]=1.[Cl:22][C:23]1[CH:24]=[C:25](B(O)O)[CH:26]=[CH:27][CH:28]=1.C([O-])([O-])=O.[K+].[K+].O1CCOCC1. The catalyst is [Cl-].[Na+].O.C1C=CC(P(C2C=CC=CC=2)[C-]2C=CC=C2)=CC=1.C1C=CC(P(C2C=CC=CC=2)[C-]2C=CC=C2)=CC=1.Cl[Pd]Cl.[Fe+2]. The product is [Cl:22][C:23]1[CH:28]=[C:27]([C:2]2[CH:15]=[C:14]3[C:5]([CH2:6][C:7]4([C:13]53[N:19]=[C:18]([NH2:20])[C:17]([CH3:21])=[N:16]5)[CH2:8][CH2:9][O:10][CH2:11][CH2:12]4)=[CH:4][CH:3]=2)[CH:26]=[CH:25][CH:24]=1. The yield is 0.440.